From a dataset of Forward reaction prediction with 1.9M reactions from USPTO patents (1976-2016). Predict the product of the given reaction. Given the reactants [CH3:1][O:2][C:3]1[CH:4]=[C:5]([C:9]2[CH:10]=[C:11]3[C:16](=[CH:17][CH:18]=2)[N:15]=[C:14]([CH3:19])[CH:13]=[CH:12]3)[CH:6]=[N:7][CH:8]=1.[Se](=O)=[O:21], predict the reaction product. The product is: [CH3:1][O:2][C:3]1[CH:4]=[C:5]([C:9]2[CH:10]=[C:11]3[C:16](=[CH:17][CH:18]=2)[N:15]=[C:14]([CH:19]=[O:21])[CH:13]=[CH:12]3)[CH:6]=[N:7][CH:8]=1.